The task is: Predict the reactants needed to synthesize the given product.. This data is from Full USPTO retrosynthesis dataset with 1.9M reactions from patents (1976-2016). (1) The reactants are: [N+:1]([C:4]1[CH:9]=[CH:8][CH:7]=[CH:6][C:5]=1[S:10](Cl)(=[O:12])=[O:11])([O-:3])=[O:2].[NH2:14][CH2:15][C@@H:16]([NH:25][C:26]1[CH:31]=[CH:30][C:29]([C:32]#[N:33])=[C:28]([Cl:34])[CH:27]=1)[CH2:17][C:18]([O:20][C:21]([CH3:24])([CH3:23])[CH3:22])=[O:19].CCN(CC)CC. Given the product [Cl:34][C:28]1[CH:27]=[C:26]([NH:25][C@H:16]([CH2:15][NH:14][S:10]([C:5]2[CH:6]=[CH:7][CH:8]=[CH:9][C:4]=2[N+:1]([O-:3])=[O:2])(=[O:12])=[O:11])[CH2:17][C:18]([O:20][C:21]([CH3:22])([CH3:24])[CH3:23])=[O:19])[CH:31]=[CH:30][C:29]=1[C:32]#[N:33], predict the reactants needed to synthesize it. (2) Given the product [C:1]([C:5]1[CH:6]=[C:7]([NH:11][C:12]([CH:14]2[CH2:15][C:16]3[CH:17]=[C:18]([O:24][C:25]4[CH:30]=[CH:29][N:28]=[C:27]([C:31]5[NH:32][CH:33]=[C:34]([C:36]([OH:39])=[O:37])[N:35]=5)[CH:26]=4)[CH:19]=[CH:20][C:21]=3[CH2:22][CH2:23]2)=[O:13])[CH:8]=[CH:9][CH:10]=1)([CH3:4])([CH3:2])[CH3:3], predict the reactants needed to synthesize it. The reactants are: [C:1]([C:5]1[CH:6]=[C:7]([NH:11][C:12]([CH:14]2[CH2:23][CH2:22][C:21]3[C:16](=[CH:17][C:18]([O:24][C:25]4[CH:30]=[CH:29][N:28]=[C:27]([C:31]5[NH:32][CH:33]=[C:34]([CH:36]=[O:37])[N:35]=5)[CH:26]=4)=[CH:19][CH:20]=3)[CH2:15]2)=[O:13])[CH:8]=[CH:9][CH:10]=1)([CH3:4])([CH3:3])[CH3:2].Cl([O-])=[O:39].[Na+].P([O-])(O)(O)=O.[Na+]. (3) Given the product [F:21][C:22]1[CH:23]=[CH:24][C:25]([C:2]2[CH:7]=[C:6]([C:8]3[N:12]4[N:13]=[CH:14][C:15]([C:17]([F:20])([F:19])[F:18])=[N:16][C:11]4=[N:10][CH:9]=3)[CH:5]=[CH:4][N:3]=2)=[C:26]([CH:29]=1)[C:27]#[N:28], predict the reactants needed to synthesize it. The reactants are: Cl[C:2]1[CH:7]=[C:6]([C:8]2[N:12]3[N:13]=[CH:14][C:15]([C:17]([F:20])([F:19])[F:18])=[N:16][C:11]3=[N:10][CH:9]=2)[CH:5]=[CH:4][N:3]=1.[F:21][C:22]1[CH:23]=[CH:24][C:25](B2OC(C)(C)C(C)(C)O2)=[C:26]([CH:29]=1)[C:27]#[N:28].